From a dataset of Full USPTO retrosynthesis dataset with 1.9M reactions from patents (1976-2016). Predict the reactants needed to synthesize the given product. Given the product [Cl:16][C:5]1[CH:4]=[CH:3][C:2]([NH:1][C:32]([C:26]2[NH:25][N:24]=[C:23]([C:18]([F:17])([F:35])[C:19]([F:20])([F:21])[F:22])[C:27]=2[C:28]([F:31])([F:29])[F:30])=[O:33])=[CH:15][C:6]=1[C:7](=[O:8])[NH:9][CH2:10][C:11]([F:12])([F:13])[F:14], predict the reactants needed to synthesize it. The reactants are: [NH2:1][C:2]1[CH:3]=[CH:4][C:5]([Cl:16])=[C:6]([CH:15]=1)[C:7]([NH:9][CH2:10][C:11]([F:14])([F:13])[F:12])=[O:8].[F:17][C:18]([F:35])([C:23]1[C:27]([C:28]([F:31])([F:30])[F:29])=[C:26]([C:32](Cl)=[O:33])[NH:25][N:24]=1)[C:19]([F:22])([F:21])[F:20].